The task is: Regression. Given two drug SMILES strings and cell line genomic features, predict the synergy score measuring deviation from expected non-interaction effect.. This data is from NCI-60 drug combinations with 297,098 pairs across 59 cell lines. (1) Drug 1: CC1C(C(CC(O1)OC2CC(OC(C2O)C)OC3=CC4=CC5=C(C(=O)C(C(C5)C(C(=O)C(C(C)O)O)OC)OC6CC(C(C(O6)C)O)OC7CC(C(C(O7)C)O)OC8CC(C(C(O8)C)O)(C)O)C(=C4C(=C3C)O)O)O)O. Drug 2: CC1=C(C(=O)C2=C(C1=O)N3CC4C(C3(C2COC(=O)N)OC)N4)N. Cell line: DU-145. Synergy scores: CSS=58.3, Synergy_ZIP=-2.02, Synergy_Bliss=-1.54, Synergy_Loewe=-6.77, Synergy_HSA=0.756. (2) Drug 1: CC1=C2C(C(=O)C3(C(CC4C(C3C(C(C2(C)C)(CC1OC(=O)C(C(C5=CC=CC=C5)NC(=O)OC(C)(C)C)O)O)OC(=O)C6=CC=CC=C6)(CO4)OC(=O)C)OC)C)OC. Drug 2: C1=CC(=CC=C1CC(C(=O)O)N)N(CCCl)CCCl.Cl. Cell line: OVCAR3. Synergy scores: CSS=38.3, Synergy_ZIP=-7.16, Synergy_Bliss=-10.6, Synergy_Loewe=-30.4, Synergy_HSA=-9.30. (3) Drug 2: C1=CN(C(=O)N=C1N)C2C(C(C(O2)CO)O)O.Cl. Drug 1: CC12CCC(CC1=CCC3C2CCC4(C3CC=C4C5=CN=CC=C5)C)O. Cell line: HL-60(TB). Synergy scores: CSS=71.1, Synergy_ZIP=19.3, Synergy_Bliss=19.4, Synergy_Loewe=-22.9, Synergy_HSA=15.3. (4) Drug 1: CC(C1=C(C=CC(=C1Cl)F)Cl)OC2=C(N=CC(=C2)C3=CN(N=C3)C4CCNCC4)N. Drug 2: C1CCC(C1)C(CC#N)N2C=C(C=N2)C3=C4C=CNC4=NC=N3. Cell line: NCI-H522. Synergy scores: CSS=10.4, Synergy_ZIP=-3.35, Synergy_Bliss=3.52, Synergy_Loewe=2.57, Synergy_HSA=2.71.